This data is from Forward reaction prediction with 1.9M reactions from USPTO patents (1976-2016). The task is: Predict the product of the given reaction. (1) Given the reactants [F:1][C:2]1[C:3]([CH3:13])=[C:4]2[C:9](=[CH:10][CH:11]=1)[NH:8][C:7](=[O:12])[CH2:6][CH2:5]2.[H-].[Na+].Cl[CH2:17][CH2:18][CH2:19]I.[CH2:21]([O:24][CH:25]1[CH2:30][CH2:29][NH:28][CH2:27][CH2:26]1)[CH2:22][CH3:23].[Na+].[I-].C([O-])([O-])=O.[K+].[K+], predict the reaction product. The product is: [F:1][C:2]1[C:3]([CH3:13])=[C:4]2[C:9](=[CH:10][CH:11]=1)[N:8]([CH2:17][CH2:18][CH2:19][N:28]1[CH2:29][CH2:30][CH:25]([O:24][CH2:21][CH2:22][CH3:23])[CH2:26][CH2:27]1)[C:7](=[O:12])[CH2:6][CH2:5]2. (2) The product is: [F:1][C:2]1[C:7]([F:8])=[CH:6][C:5]([C:9]2[CH:14]=[CH:13][C:12]([O:15][CH2:16][C:17]3[CH:25]=[CH:24][CH:23]=[C:22]4[C:18]=3[CH:19]=[CH:20][N:21]4[C:35](=[O:41])[CH2:36][CH2:37][C:38]([OH:40])=[O:39])=[CH:11][CH:10]=2)=[C:4]([O:26][CH3:27])[CH:3]=1. Given the reactants [F:1][C:2]1[C:7]([F:8])=[CH:6][C:5]([C:9]2[CH:14]=[CH:13][C:12]([O:15][CH2:16][C:17]3[CH:25]=[CH:24][CH:23]=[C:22]4[C:18]=3[CH:19]=[CH:20][NH:21]4)=[CH:11][CH:10]=2)=[C:4]([O:26][CH3:27])[CH:3]=1.C(N(CC)CC)C.[C:35]1(=[O:41])[O:40][C:38](=[O:39])[CH2:37][CH2:36]1.C[Si]([N-][Si](C)(C)C)(C)C.[Li+], predict the reaction product. (3) Given the reactants [CH:1]([NH:4][C:5]1[N:10]=[C:9]([NH:11][C:12]2[CH:17]=[CH:16][N:15]=[C:14]([C:18]([F:21])([F:20])[F:19])[CH:13]=2)[N:8]=[C:7]([C:22]2[CH2:27][CH2:26][CH2:25][C:24](=[O:28])[CH:23]=2)[N:6]=1)([CH3:3])[CH3:2], predict the reaction product. The product is: [CH:1]([NH:4][C:5]1[N:10]=[C:9]([NH:11][C:12]2[CH:17]=[CH:16][N:15]=[C:14]([C:18]([F:19])([F:21])[F:20])[CH:13]=2)[N:8]=[C:7]([CH:22]2[CH2:27][CH2:26][CH2:25][C:24](=[O:28])[CH2:23]2)[N:6]=1)([CH3:3])[CH3:2]. (4) Given the reactants [CH2:1]([N:3]([CH2:18][CH3:19])[CH2:4][CH2:5][NH:6][C:7]([C:9]1[C:13]([CH3:14])=[C:12]([CH:15]=O)[NH:11][C:10]=1[CH3:17])=[O:8])[CH3:2].[F:20][C:21]1[CH:22]=[C:23]2[C:27](=[CH:28][CH:29]=1)[NH:26][C:25](=[O:30])[CH2:24]2, predict the reaction product. The product is: [CH3:2][CH2:1][N:3]([CH2:4][CH2:5][NH:6][C:7]([C:9]1[C:13]([CH3:14])=[C:12](/[CH:15]=[C:24]2/[C:23]3[CH:22]=[C:21]([F:20])[CH:29]=[CH:28][C:27]=3[NH:26][C:25]/2=[O:30])[NH:11][C:10]=1[CH3:17])=[O:8])[CH2:18][CH3:19]. (5) Given the reactants [C:1]1([C:7]2[N:8]=[C:9]3[CH:14]=[CH:13][CH:12]=[CH:11][N:10]3[C:15]=2[CH:16]=O)[CH:6]=[CH:5][CH:4]=[CH:3][CH:2]=1.[CH3:18][C:19]1[CH:24]=[CH:23][N:22]=[C:21]([NH2:25])[N:20]=1, predict the reaction product. The product is: [C:1]1([C:7]2[N:8]=[C:9]3[CH:14]=[CH:13][CH:12]=[CH:11][N:10]3[C:15]=2/[CH:16]=[CH:18]/[C:19]2[CH:24]=[CH:23][N:22]=[C:21]([NH2:25])[N:20]=2)[CH:6]=[CH:5][CH:4]=[CH:3][CH:2]=1. (6) Given the reactants [F:1][CH:2]([F:37])[C:3]1[CH:12]=[C:11]2[C:6]([CH2:7][CH2:8][CH2:9][N:10]2[C:13]2[C:17]3[CH2:18][NH:19][CH2:20][CH2:21][C:16]=3[N:15]([CH:22]3[CH2:27][CH2:26][N:25]([C:28](=[O:30])[CH3:29])[CH2:24][CH2:23]3)[N:14]=2)=[CH:5][C:4]=1[C:31]1[CH:32]=[N:33][N:34]([CH3:36])[CH:35]=1.C(N(CC)CC)C.[C:45](OC(=O)C)(=[O:47])[CH3:46], predict the reaction product. The product is: [C:45]([N:19]1[CH2:20][CH2:21][C:16]2[N:15]([CH:22]3[CH2:23][CH2:24][N:25]([C:28](=[O:30])[CH3:29])[CH2:26][CH2:27]3)[N:14]=[C:13]([N:10]3[C:11]4[C:6](=[CH:5][C:4]([C:31]5[CH:32]=[N:33][N:34]([CH3:36])[CH:35]=5)=[C:3]([CH:2]([F:1])[F:37])[CH:12]=4)[CH2:7][CH2:8][CH2:9]3)[C:17]=2[CH2:18]1)(=[O:47])[CH3:46]. (7) Given the reactants [CH:1]1([CH2:4][N:5]2[C:14]3[C:9](=[CH:10][C:11]([I:15])=[CH:12][CH:13]=3)[C:8](=[O:16])[C:7]([C:17]([O:19]CC)=[O:18])=[CH:6]2)[CH2:3][CH2:2]1.[OH-].[Na+].CO.Cl, predict the reaction product. The product is: [CH:1]1([CH2:4][N:5]2[C:14]3[C:9](=[CH:10][C:11]([I:15])=[CH:12][CH:13]=3)[C:8](=[O:16])[C:7]([C:17]([OH:19])=[O:18])=[CH:6]2)[CH2:2][CH2:3]1.